From a dataset of In vitro SARS-CoV-2 activity screen of 1,480 approved drugs from Prestwick library. Binary Classification. Given a drug SMILES string, predict its activity (active/inactive) in a high-throughput screening assay against a specified biological target. (1) The molecule is Cn1c([N+](=O)[O-])cnc1COC(N)=O. The result is 0 (inactive). (2) The molecule is CC(C)C[C@H]1C(=O)N2CCC[C@H]2[C@]2(O)O[C@](NC(=O)[C@@H]3C=C4c5cccc6[nH]c(Br)c(c56)C[C@H]4N(C)C3)(C(C)C)C(=O)N12.CS(=O)(=O)O. The result is 0 (inactive). (3) The compound is CCN(CC)c1cc(C)nc2ncnn12. The result is 0 (inactive). (4) The compound is CCC(=O)[C@@]1(C)[C@H](C)C[C@H]2[C@@H]3CCC4=CC(=O)C=C[C@]4(C)[C@H]3[C@@H](O)C[C@@]21C. The result is 0 (inactive).